From a dataset of Full USPTO retrosynthesis dataset with 1.9M reactions from patents (1976-2016). Predict the reactants needed to synthesize the given product. (1) Given the product [CH2:3]([O:5][C:6](=[O:20])[CH:7]([CH2:28][CH3:29])[CH2:8][CH2:9][N:10]1[C:14]2=[N:15][S:18][C:16]([NH2:17])=[C:13]2[S:12][C:11]1=[S:19])[CH3:4], predict the reactants needed to synthesize it. The reactants are: II.[CH2:3]([O:5][C:6](=[O:20])[CH2:7][CH2:8][CH2:9][N:10]1[C:14]([NH2:15])=[C:13]([C:16](=[S:18])[NH2:17])[S:12][C:11]1=[S:19])[CH3:4].[O-]S([O-])(=S)=O.[Na+].[Na+].[CH2:28](O)[CH3:29]. (2) Given the product [C:22]([C:2]1[C:10]2[C:9]([NH:11][CH:12]([C:14]3[CH:19]=[CH:18][C:17]([O:20][CH3:21])=[CH:16][CH:15]=3)[CH3:13])=[N:8][CH:7]=[N:6][C:5]=2[S:4][CH:3]=1)#[N:23], predict the reactants needed to synthesize it. The reactants are: Br[C:2]1[C:10]2[C:9]([NH:11][CH:12]([C:14]3[CH:19]=[CH:18][C:17]([O:20][CH3:21])=[CH:16][CH:15]=3)[CH3:13])=[N:8][CH:7]=[N:6][C:5]=2[S:4][CH:3]=1.[CH3:22][N:23]1CCCC1=O. (3) Given the product [F:1][C:2]1[CH:3]=[CH:4][C:5]([CH:8]([C:25]2[CH:26]=[CH:27][C:28]([F:31])=[CH:29][CH:30]=2)[CH:9]2[C:14](=[O:15])[CH2:13][CH2:12][N:11]([CH2:16][C:17]3[CH:22]=[CH:21][CH:20]=[CH:19][C:18]=3[S:23]([CH3:24])=[O:36])[CH2:10]2)=[CH:6][CH:7]=1, predict the reactants needed to synthesize it. The reactants are: [F:1][C:2]1[CH:7]=[CH:6][C:5]([CH:8]([C:25]2[CH:30]=[CH:29][C:28]([F:31])=[CH:27][CH:26]=2)[CH:9]2[C:14](=[O:15])[CH2:13][CH2:12][N:11]([CH2:16][C:17]3[CH:22]=[CH:21][CH:20]=[CH:19][C:18]=3[S:23][CH3:24])[CH2:10]2)=[CH:4][CH:3]=1.C(O[O-])(=O)C1C(=CC=CC=1)C([O-])=[O:36].[Mg+2].C(OCC)(=O)C.O. (4) Given the product [OH:25][C:13]1[C:12]([CH2:11][CH:10]=[C:9]([CH3:32])[CH2:8][CH:7]([CH2:33][CH:34]=[CH:35][CH2:36][P:37]([OH:41])([O:39][CH3:40])=[O:38])[C:6]([OH:42])=[O:5])=[C:20]([O:21][CH3:22])[C:19]([CH3:23])=[C:18]2[C:14]=1[C:15](=[O:24])[O:16][CH2:17]2, predict the reactants needed to synthesize it. The reactants are: C[Si](C)(C)CC[O:5][C:6](=[O:42])[CH:7]([CH2:33][CH:34]=[CH:35][CH2:36][P:37]([OH:41])([O:39][CH3:40])=[O:38])[CH2:8][C:9]([CH3:32])=[CH:10][CH2:11][C:12]1[C:13]([O:25]CC[Si](C)(C)C)=[C:14]2[C:18](=[C:19]([CH3:23])[C:20]=1[O:21][CH3:22])[CH2:17][O:16][C:15]2=[O:24].CCCC[N+](CCCC)(CCCC)CCCC.[F-]. (5) Given the product [NH2:19][CH2:18][C:17]1[CH:16]=[CH:15][C:14]([NH:19][CH2:18][C:17]2[CH:16]=[CH:15][CH:14]=[CH:21][CH:20]=2)=[CH:21][CH:20]=1, predict the reactants needed to synthesize it. The reactants are: [H-].[Al+3].[Li+].[H-].[H-].[H-].[CH2:18]([C:14]1[CH:21]=[CH:20][C:17]([C:18]#[N:19])=[C:16]([NH2:19])[CH:15]=1)[C:17]1[CH:20]=[CH:21][CH:14]=[CH:15][CH:16]=1.O. (6) Given the product [F:44][C:45]([C:49]1[N:32]([CH2:33][CH:34]2[CH2:35][CH2:36][O:37][CH2:38][CH2:39]2)[C:31]2[CH:30]=[CH:29][C:28]([NH:40][C:41](=[O:43])[CH3:42])=[CH:27][C:26]=2[N:25]=1)([F:50])[CH3:46], predict the reactants needed to synthesize it. The reactants are: CN(C(ON1N=NC2C=CC=NC1=2)=[N+](C)C)C.F[P-](F)(F)(F)(F)F.[NH2:25][C:26]1[CH:27]=[C:28]([NH:40][C:41](=[O:43])[CH3:42])[CH:29]=[CH:30][C:31]=1[NH:32][CH2:33][CH:34]1[CH2:39][CH2:38][O:37][CH2:36][CH2:35]1.[F:44][C:45]([F:50])([CH3:49])[C:46](O)=O.CCN(C(C)C)C(C)C. (7) The reactants are: [O:1]1[C:5]2[CH:6]=[CH:7][C:8]([C@H:10]([CH2:15][C:16]([O:18][CH2:19][CH3:20])=[O:17])[CH2:11][C:12](O)=[O:13])=[CH:9][C:4]=2[O:3][CH2:2]1.C(Cl)(=O)C([Cl:24])=O.CN(C)C=O. Given the product [O:1]1[C:5]2[CH:6]=[CH:7][C:8]([C@H:10]([CH2:11][C:12]([Cl:24])=[O:13])[CH2:15][C:16]([O:18][CH2:19][CH3:20])=[O:17])=[CH:9][C:4]=2[O:3][CH2:2]1, predict the reactants needed to synthesize it. (8) Given the product [OH:18][C@H:17]([C:16]([CH3:20])([CH3:19])[CH3:15])[C@@H:2]([CH3:3])[C:1]([N:5]1[C:9]2[CH:10]=[CH:11][CH:12]=[CH:13][C:8]=2[O:7][C:6]1=[O:14])=[O:4], predict the reactants needed to synthesize it. The reactants are: [C:1]([N:5]1[C:9]2[CH:10]=[CH:11][CH:12]=[CH:13][C:8]=2[O:7][C:6]1=[O:14])(=[O:4])[CH2:2][CH3:3].[CH3:15][C:16]([CH3:20])([CH3:19])[CH:17]=[O:18].